Dataset: Forward reaction prediction with 1.9M reactions from USPTO patents (1976-2016). Task: Predict the product of the given reaction. (1) The product is: [C:1]1([C@H:11]([NH:13][CH2:46][CH:35]2[CH:34]([C:28]3[CH:33]=[CH:32][CH:31]=[CH:30][CH:29]=3)[CH2:39][CH2:38][N:37]([C:40](=[O:45])[C:41]([F:44])([F:42])[F:43])[CH2:36]2)[CH3:12])[C:10]2[C:5](=[CH:6][CH:7]=[CH:8][CH:9]=2)[CH:4]=[CH:3][CH:2]=1. Given the reactants [C:1]1([C@H:11]([NH2:13])[CH3:12])[C:10]2[C:5](=[CH:6][CH:7]=[CH:8][CH:9]=2)[CH:4]=[CH:3][CH:2]=1.C(O[BH-](OC(=O)C)OC(=O)C)(=O)C.[Na+].[C:28]1([C@H:34]2[CH2:39][CH2:38][N:37]([C:40](=[O:45])[C:41]([F:44])([F:43])[F:42])[CH2:36][C@@H:35]2[CH:46]=O)[CH:33]=[CH:32][CH:31]=[CH:30][CH:29]=1.C(=O)([O-])O.[Na+], predict the reaction product. (2) The product is: [C:2]1([O:1][C@@H:23]2[CH2:22][CH2:21][CH2:20][N:19]([C:12]([O:14][C:15]([CH3:18])([CH3:17])[CH3:16])=[O:13])[CH2:24]2)[C:11]2[C:6](=[CH:7][CH:8]=[CH:9][CH:10]=2)[CH:5]=[CH:4][N:3]=1. Given the reactants [OH:1][C:2]1[C:11]2[C:6](=[CH:7][CH:8]=[CH:9][CH:10]=2)[CH:5]=[CH:4][N:3]=1.[C:12]([N:19]1[CH2:24][CH2:23][CH2:22][C@H:21](O)[CH2:20]1)([O:14][C:15]([CH3:18])([CH3:17])[CH3:16])=[O:13].C1C=CC(P(C2C=CC=CC=2)C2C=CC=CC=2)=CC=1.CC(OC(/N=N/C(OC(C)C)=O)=O)C, predict the reaction product. (3) Given the reactants C(C(CCCC)CO[C:6](=O)[CH2:7][CH2:8][S:9][C:10]1[CH:11]=[C:12]2[C:17](=[CH:18][CH:19]=1)[N:16]1[N:20]=[CH:21][N:22]=[C:15]1[CH:14]=[CH:13]2)C.FC1[N:34]=[C:33]([C:35]2([C:41]#[N:42])[CH2:40][CH2:39][O:38][CH2:37][CH2:36]2)[CH:32]=CC=1.CC(C)([O-])C.[K+], predict the reaction product. The product is: [N:20]1[N:16]2[C:17]3[C:12]([CH:13]=[CH:14][C:15]2=[N:22][CH:21]=1)=[CH:11][C:10]([S:9][C:8]1[N:34]=[C:33]([C:35]2([C:41]#[N:42])[CH2:40][CH2:39][O:38][CH2:37][CH2:36]2)[CH:32]=[CH:6][CH:7]=1)=[CH:19][CH:18]=3. (4) Given the reactants [CH3:1][C@H:2]1[CH2:7][CH2:6][NH:5][CH2:4][C@@H:3]1[C:8]([O:10][CH3:11])=[O:9].[Cl:12][C:13]1[CH:18]=[CH:17][C:16]([C:19]2([C:23](O)=[O:24])[CH2:22][CH2:21][CH2:20]2)=[CH:15][CH:14]=1.F[P-](F)(F)(F)(F)F.Br[P+](N1CCCC1)(N1CCCC1)N1CCCC1, predict the reaction product. The product is: [Cl:12][C:13]1[CH:14]=[CH:15][C:16]([C:19]2([C:23]([N:5]3[CH2:6][CH2:7][C@H:2]([CH3:1])[C@@H:3]([C:8]([O:10][CH3:11])=[O:9])[CH2:4]3)=[O:24])[CH2:22][CH2:21][CH2:20]2)=[CH:17][CH:18]=1. (5) Given the reactants Cl[C:2]1[N:7]=[C:6]([C:8]2[S:12][C:11]([N:13]3[CH2:18][CH2:17][N:16]([S:19]([CH3:22])(=[O:21])=[O:20])[CH2:15][CH2:14]3)=[N:10][C:9]=2[C:23]2[C:24]([F:41])=[C:25]([NH:29][S:30]([C:33]3[C:38]([F:39])=[CH:37][CH:36]=[CH:35][C:34]=3[F:40])(=[O:32])=[O:31])[CH:26]=[CH:27][CH:28]=2)[CH:5]=[CH:4][N:3]=1.[NH3:42], predict the reaction product. The product is: [NH2:42][C:2]1[N:7]=[C:6]([C:8]2[S:12][C:11]([N:13]3[CH2:18][CH2:17][N:16]([S:19]([CH3:22])(=[O:21])=[O:20])[CH2:15][CH2:14]3)=[N:10][C:9]=2[C:23]2[C:24]([F:41])=[C:25]([NH:29][S:30]([C:33]3[C:38]([F:39])=[CH:37][CH:36]=[CH:35][C:34]=3[F:40])(=[O:32])=[O:31])[CH:26]=[CH:27][CH:28]=2)[CH:5]=[CH:4][N:3]=1. (6) Given the reactants Cl[C:2]1[N:9]=[C:8]([NH:10][C:11]2[CH:15]=[C:14]([CH3:16])[NH:13][N:12]=2)[CH:7]=[C:6]([C:17]2[CH:18]=[N:19][CH:20]=[CH:21][CH:22]=2)[C:3]=1[C:4]#[N:5].[O:23]([CH2:30][CH2:31][NH2:32])[C:24]1[CH:29]=[CH:28][CH:27]=[CH:26][CH:25]=1.C(=O)([O-])O.[Na+].CS(C)=O, predict the reaction product. The product is: [O:23]([CH2:30][CH2:31][NH:32][C:2]1[N:9]=[C:8]([NH:10][C:11]2[CH:15]=[C:14]([CH3:16])[NH:13][N:12]=2)[CH:7]=[C:6]([C:17]2[CH:18]=[N:19][CH:20]=[CH:21][CH:22]=2)[C:3]=1[C:4]#[N:5])[C:24]1[CH:29]=[CH:28][CH:27]=[CH:26][CH:25]=1. (7) The product is: [CH2:10]([C:12]1[S:21][C:20]2[NH:19][C:18]3[CH:22]=[CH:23][CH:24]=[CH:25][C:17]=3[N:16]=[C:15]([N:39]3[CH2:38][CH2:37][NH:36][C@@H:35]([CH2:32][CH2:31][C:30]4[CH:29]=[CH:34][C:33]([O:6][CH3:7])=[CH:43][CH:42]=4)[CH2:40]3)[C:14]=2[N:13]=1)[CH3:11]. Given the reactants FC(F)(F)S([O:6][CH3:7])(=O)=O.[CH2:10]([C:12]1[S:21][C:20]2[NH:19][C:18]3[CH:22]=[CH:23][CH:24]=[CH:25][C:17]=3[NH:16][C:15](=S)[C:14]=2[N:13]=1)[CH3:11].CO[C:29]1[CH:34]=[CH:33][C:32]([C@H:35]2[CH2:40][NH:39][CH2:38][CH2:37][NH:36]2)=[CH:31][CH:30]=1.N1C=CC=[CH:43][CH:42]=1, predict the reaction product. (8) Given the reactants [NH2:1][CH2:2][CH:3]1[CH2:5][CH2:4]1.C(N(C(C)C)CC)(C)C.[F:15][C:16]1[CH:21]=[CH:20][C:19]([S:22](Cl)(=[O:24])=[O:23])=[CH:18][CH:17]=1, predict the reaction product. The product is: [CH:3]1([CH2:2][NH:1][S:22]([C:19]2[CH:20]=[CH:21][C:16]([F:15])=[CH:17][CH:18]=2)(=[O:24])=[O:23])[CH2:5][CH2:4]1. (9) Given the reactants [CH2:1]([O:8][C:9]([NH:11][CH2:12][CH2:13][C:14]([OH:16])=O)=[O:10])[C:2]1[CH:7]=[CH:6][CH:5]=[CH:4][CH:3]=1.ON1C2C=CC=CC=2N=N1.C(N(CC)CC)C.[NH2:34][CH2:35][CH:36]([OH:39])[CH2:37][CH3:38], predict the reaction product. The product is: [OH:39][CH:36]([CH2:37][CH3:38])[CH2:35][NH:34][C:14]([CH2:13][CH2:12][NH:11][C:9](=[O:10])[O:8][CH2:1][C:2]1[CH:3]=[CH:4][CH:5]=[CH:6][CH:7]=1)=[O:16]. (10) Given the reactants [CH2:1]([O:3][C:4]1[CH:13]=[C:12]2[C:7]([C:8]([CH:16]([CH3:18])[CH3:17])=[CH:9][C:10]([CH3:15])([CH3:14])[O:11]2)=[CH:6][C:5]=1/[C:19](/[CH2:31][CH3:32])=[CH:20]\[CH:21]=[CH:22]\[C:23](\[CH3:30])=[CH:24]\[C:25]([O:27]CC)=[O:26])[CH3:2].[OH-].[Na+], predict the reaction product. The product is: [CH2:1]([O:3][C:4]1[CH:13]=[C:12]2[C:7]([C:8]([CH:16]([CH3:18])[CH3:17])=[CH:9][C:10]([CH3:14])([CH3:15])[O:11]2)=[CH:6][C:5]=1/[C:19](/[CH2:31][CH3:32])=[CH:20]\[CH:21]=[CH:22]\[C:23](\[CH3:30])=[CH:24]\[C:25]([OH:27])=[O:26])[CH3:2].